From a dataset of Forward reaction prediction with 1.9M reactions from USPTO patents (1976-2016). Predict the product of the given reaction. (1) The product is: [CH2:3]([O:7][C:9]1[CH:14]=[C:13]([CH2:15][C:16]2[CH:21]=[CH:20][CH:19]=[CH:18][C:17]=2[Br:22])[N:12]=[CH:11][N:10]=1)[C:4]#[C:5][CH3:6]. Given the reactants [H-].[Na+].[CH2:3]([OH:7])[C:4]#[C:5][CH3:6].Cl[C:9]1[CH:14]=[C:13]([CH2:15][C:16]2[CH:21]=[CH:20][CH:19]=[CH:18][C:17]=2[Br:22])[N:12]=[CH:11][N:10]=1.[Cl-].[NH4+], predict the reaction product. (2) Given the reactants [F:1][C:2]([F:21])([CH2:18][CH2:19][CH3:20])[CH2:3][C@H:4]([NH:8][C:9]([N:11]1[CH2:17][CH2:16][CH2:15][O:14][CH2:13][CH2:12]1)=[O:10])[C:5]([OH:7])=O.[NH2:22][CH:23]([CH2:34][CH3:35])[C@@H:24]([C:26]1[N:30]=[C:29]([CH:31]2[CH2:33][CH2:32]2)[O:28][N:27]=1)[OH:25].O1CCCN(C(O)=O)CC1, predict the reaction product. The product is: [CH:31]1([C:29]2[O:28][N:27]=[C:26]([C:24]([CH:23]([NH:22][C:5]([C@@H:4]([NH:8][C:9]([N:11]3[CH2:17][CH2:16][CH2:15][O:14][CH2:13][CH2:12]3)=[O:10])[CH2:3][C:2]([F:1])([F:21])[CH2:18][CH2:19][CH3:20])=[O:7])[CH2:34][CH3:35])=[O:25])[N:30]=2)[CH2:32][CH2:33]1. (3) Given the reactants [NH2:1][C:2]1[C:7]2[CH:8]=[CH:9][N:10]([C:11]([C:13]3[C:18]([Cl:19])=[CH:17][CH:16]=[CH:15][C:14]=3[Cl:20])=[O:12])[C:6]=2[CH:5]=[CH:4][N:3]=1.C(N(CC)CC)C.[C:28](Cl)(=[O:30])[CH3:29].C(OCC)(=O)C, predict the reaction product. The product is: [Cl:20][C:14]1[CH:15]=[CH:16][CH:17]=[C:18]([Cl:19])[C:13]=1[C:11]([N:10]1[C:6]2[CH:5]=[CH:4][N:3]=[C:2]([NH:1][C:28](=[O:30])[CH3:29])[C:7]=2[CH:8]=[CH:9]1)=[O:12]. (4) Given the reactants Cl[C:2]1[N:7]=[C:6]([NH:8][C:9]2[CH:14]=[CH:13][C:12]([O:15][CH3:16])=[CH:11][C:10]=2[NH:17][S:18]([CH3:21])(=[O:20])=[O:19])[C:5]([Cl:22])=[CH:4][N:3]=1.[CH3:23][C:24]1[CH:30]=[C:29]([O:31][CH3:32])[CH:28]=[CH:27][C:25]=1[NH2:26], predict the reaction product. The product is: [Cl:22][C:5]1[C:6]([NH:8][C:9]2[CH:14]=[CH:13][C:12]([O:15][CH3:16])=[CH:11][C:10]=2[NH:17][S:18]([CH3:21])(=[O:20])=[O:19])=[N:7][C:2]([NH:26][C:25]2[CH:27]=[CH:28][C:29]([O:31][CH3:32])=[CH:30][C:24]=2[CH3:23])=[N:3][CH:4]=1. (5) Given the reactants [H-].[Na+].[F:3][C:4]1[CH:9]=[CH:8][C:7]([C:10]2[CH:11]=[CH:12][C:13]3[N:14]([C:16]([S:19][C:20]4[CH:36]=[CH:35][C:23]5[N:24]=[C:25]([NH:27]C(=O)OC(C)(C)C)[S:26][C:22]=5[CH:21]=4)=[N:17][N:18]=3)[N:15]=2)=[CH:6][CH:5]=1.[CH3:37][O:38][CH2:39][CH2:40]Cl.C1(C)C=CC=CC=1, predict the reaction product. The product is: [F:3][C:4]1[CH:5]=[CH:6][C:7]([C:10]2[CH:11]=[CH:12][C:13]3[N:14]([C:16]([S:19][C:20]4[CH:36]=[CH:35][C:23]5[N:24]=[C:25]([NH:27][CH2:40][CH2:39][O:38][CH3:37])[S:26][C:22]=5[CH:21]=4)=[N:17][N:18]=3)[N:15]=2)=[CH:8][CH:9]=1. (6) Given the reactants [Cl:1][C:2]1[S:6][C:5]([C:7]([NH:9][C@@H:10]([CH2:23][C:24]2[CH:29]=[CH:28][CH:27]=[CH:26][C:25]=2[C:30]([F:33])([F:32])[F:31])[CH2:11][N:12]2C(=O)C3C(=CC=CC=3)C2=O)=[O:8])=[CH:4][C:3]=1[C:34]1[N:38]([CH3:39])[N:37]=[CH:36][C:35]=1[CH3:40].NN.Cl, predict the reaction product. The product is: [NH2:12][CH2:11][C@@H:10]([NH:9][C:7]([C:5]1[S:6][C:2]([Cl:1])=[C:3]([C:34]2[N:38]([CH3:39])[N:37]=[CH:36][C:35]=2[CH3:40])[CH:4]=1)=[O:8])[CH2:23][C:24]1[CH:29]=[CH:28][CH:27]=[CH:26][C:25]=1[C:30]([F:33])([F:32])[F:31].